Dataset: Forward reaction prediction with 1.9M reactions from USPTO patents (1976-2016). Task: Predict the product of the given reaction. (1) Given the reactants [CH3:1][O:2][C:3]1[C:4]([NH2:9])=[N:5][CH:6]=[CH:7][CH:8]=1.[Cl:10]N1C(=O)CCC1=O, predict the reaction product. The product is: [NH2:9][C:4]1[C:3]([O:2][CH3:1])=[CH:8][C:7]([Cl:10])=[CH:6][N:5]=1. (2) Given the reactants C[O:2][C:3](=[O:19])[CH:4]([C:11]1[CH:16]=[CH:15][CH:14]=[C:13]([O:17][CH3:18])[CH:12]=1)[CH2:5][CH:6]1[CH2:10][CH2:9][CH2:8][CH2:7]1.[OH-].[Na+].O, predict the reaction product. The product is: [CH:6]1([CH2:5][CH:4]([C:11]2[CH:16]=[CH:15][CH:14]=[C:13]([O:17][CH3:18])[CH:12]=2)[C:3]([OH:19])=[O:2])[CH2:10][CH2:9][CH2:8][CH2:7]1. (3) Given the reactants Cl.Cl.[CH3:3][O:4][C:5](=[O:54])[C@@H:6]([NH:23][C:24]([C@@H:26]1[CH2:35][C:34]2[CH:33]=[C:32]3[O:36][CH2:37][C@H:38]([C:40]4[CH:45]=[CH:44][C:43]([O:46][CH2:47][CH:48]5[CH2:53][CH2:52][CH2:51][CH2:50][CH2:49]5)=[CH:42][CH:41]=4)[O:39][C:31]3=[CH:30][C:29]=2[CH2:28][NH:27]1)=[O:25])[CH2:7][C:8]1[CH:13]=[CH:12][C:11]([O:14][C:15]2[CH:20]=[CH:19][N:18]=[C:17]([CH3:21])[C:16]=2[CH3:22])=[CH:10][CH:9]=1.[CH:55](=O)[C:56]1[CH:61]=[CH:60][CH:59]=[CH:58][CH:57]=1, predict the reaction product. The product is: [CH3:3][O:4][C:5](=[O:54])[C@@H:6]([NH:23][C:24]([C@@H:26]1[CH2:35][C:34]2[CH:33]=[C:32]3[O:36][CH2:37][C@H:38]([C:40]4[CH:45]=[CH:44][C:43]([O:46][CH2:47][CH:48]5[CH2:53][CH2:52][CH2:51][CH2:50][CH2:49]5)=[CH:42][CH:41]=4)[O:39][C:31]3=[CH:30][C:29]=2[CH2:28][N:27]1[CH2:55][C:56]1[CH:61]=[CH:60][CH:59]=[CH:58][CH:57]=1)=[O:25])[CH2:7][C:8]1[CH:13]=[CH:12][C:11]([O:14][C:15]2[CH:20]=[CH:19][N:18]=[C:17]([CH3:21])[C:16]=2[CH3:22])=[CH:10][CH:9]=1.